The task is: Predict the reaction yield, written as a fraction of the theoretical maximum amount of product (1.0 means a 100% yield; for example, 0.34 means a 34% yield).. This data is from Reaction yield outcomes from USPTO patents with 853,638 reactions. (1) The reactants are [CH:1]1([N:4]2[CH2:9][CH2:8][C:7]([S:17]([C:20]3[CH:25]=[CH:24][C:23]([C:26]4[CH:31]=[CH:30][C:29]([O:32][C:33]([F:38])([F:37])[CH:34]([F:36])[F:35])=[CH:28][CH:27]=4)=[CH:22][CH:21]=3)(=[O:19])=[O:18])([C:10]([O:12][C:13]([CH3:16])([CH3:15])[CH3:14])=[O:11])[CH2:6][CH2:5]2)[CH2:3][CH2:2]1.COCCN(S(F)(F)F)[CH2:44][CH2:45]OC.[CH2:52](O)[CH3:53].C([O-])(O)=O.[Na+]. The catalyst is C(Cl)Cl. The product is [CH2:1]([N:4]1[CH2:5][CH2:6][C:7]([S:17]([C:20]2[CH:25]=[CH:24][C:23]([C:26]3[CH:31]=[CH:30][C:29]([O:32][C:33]([F:37])([F:38])[CH:34]([F:35])[F:36])=[CH:28][CH:27]=3)=[CH:22][CH:21]=2)(=[O:19])=[O:18])([C:10]([O:12][C:13]([CH3:15])([CH3:14])[CH3:16])=[O:11])[CH2:8][CH2:9]1)[C:2]1[CH:3]=[CH:45][CH:44]=[CH:53][CH:52]=1. The yield is 0.780. (2) The reactants are O[C@:2]12[CH2:19][CH2:18][C@@:16]3([CH3:17])[C@@H:12]([CH2:13][CH2:14][C:15]3=[O:20])[C@@H:11]1[CH2:10][CH2:9][C@H:8]1[C@:3]2([CH3:22])[CH2:4][CH2:5][C:6](=[O:21])[CH2:7]1.S(=O)(=O)(O)O. The catalyst is C(Cl)Cl. The product is [CH3:17][C@:16]12[CH2:18][CH:19]=[C:2]3[C@@H:11]([CH2:10][CH2:9][C@H:8]4[C@:3]3([CH3:22])[CH2:4][CH2:5][C:6](=[O:21])[CH2:7]4)[C@@H:12]1[CH2:13][CH2:14][C:15]2=[O:20]. The yield is 0.940. (3) The reactants are Cl.[CH3:2][C:3]1[CH:8]=[CH:7][CH:6]=[CH:5][C:4]=1[CH2:9][C:10]([CH:12]1[CH2:17][CH2:16][NH:15][CH2:14][CH2:13]1)=[O:11].[C:18]([O:22][C:23]1[C:24]([CH:29]=O)=[N:25][CH:26]=[CH:27][N:28]=1)([CH3:21])([CH3:20])[CH3:19].C(O[BH-](OC(=O)C)OC(=O)C)(=O)C.[Na+].[OH-].[Na+]. The catalyst is ClCCl. The product is [C:18]([O:22][C:23]1[C:24]([CH2:29][N:15]2[CH2:14][CH2:13][CH:12]([C:10](=[O:11])[CH2:9][C:4]3[CH:5]=[CH:6][CH:7]=[CH:8][C:3]=3[CH3:2])[CH2:17][CH2:16]2)=[N:25][CH:26]=[CH:27][N:28]=1)([CH3:21])([CH3:20])[CH3:19]. The yield is 0.680. (4) The yield is 0.910. The catalyst is C([O-])(=O)C.[Pd+2].C([O-])(=O)C.C(P(C(C)(C)C)C1C=CC=CC=1C1C=CC=CC=1)(C)(C)C. The reactants are [CH3:1][O:2][C:3]1[CH:4]=[C:5](Cl)[CH:6]=[C:7]([O:9][CH3:10])[CH:8]=1.[OH-].[OH-].[C:14]([C:17]1[CH:18]=[C:19]([B+2])[CH:20]=[CH:21][CH:22]=1)(=[O:16])[CH3:15].[F-].[K+]. The product is [C:14]([C:17]1[CH:22]=[C:21]([C:5]2[CH:4]=[C:3]([O:2][CH3:1])[CH:8]=[C:7]([O:9][CH3:10])[CH:6]=2)[CH:20]=[CH:19][CH:18]=1)(=[O:16])[CH3:15].